From a dataset of Catalyst prediction with 721,799 reactions and 888 catalyst types from USPTO. Predict which catalyst facilitates the given reaction. (1) Reactant: [C:1]([O:5][C:6](=[O:23])[NH:7][CH:8]([C:21]#[N:22])[C:9]1[CH:14]=[CH:13][C:12]([O:15][C:16]([F:19])([F:18])[F:17])=[C:11]([F:20])[CH:10]=1)([CH3:4])([CH3:3])[CH3:2].C(=O)([O-])[O-:25].[K+].[K+].CS(C)=O.OO. Product: [C:1]([O:5][C:6](=[O:23])[NH:7][CH:8]([C:9]1[CH:14]=[CH:13][C:12]([O:15][C:16]([F:19])([F:18])[F:17])=[C:11]([F:20])[CH:10]=1)[C:21]([NH2:22])=[O:25])([CH3:4])([CH3:2])[CH3:3]. The catalyst class is: 6. (2) Reactant: [C:1]([O:5][C:6](=[O:29])[N:7]([CH2:12][C:13]1[CH:18]=[CH:17][C:16]([Cl:19])=[C:15]([C:20](C)(C)[O:21][SiH2]C(C)(C)C)[CH:14]=1)[CH2:8][CH:9]([F:11])[F:10])([CH3:4])([CH3:3])[CH3:2].[OH-].[Na+]. Product: [C:1]([O:5][C:6](=[O:29])[N:7]([CH2:12][C:13]1[CH:18]=[CH:17][C:16]([Cl:19])=[C:15]([CH2:20][OH:21])[CH:14]=1)[CH2:8][CH:9]([F:11])[F:10])([CH3:4])([CH3:2])[CH3:3]. The catalyst class is: 5. (3) Reactant: [O:1]1CCCO[CH:2]1[C:7]1[CH:14]=[CH:13][C:10]([C:11]#[N:12])=[CH:9][C:8]=1[S:15]([CH2:18][CH3:19])(=[O:17])=[O:16].C1(C)C=CC(S([O-])(=O)=O)=CC=1.[NH+]1C=CC=CC=1.O. Product: [CH2:18]([S:15]([C:8]1[CH:9]=[C:10]([CH:13]=[CH:14][C:7]=1[CH:2]=[O:1])[C:11]#[N:12])(=[O:16])=[O:17])[CH3:19]. The catalyst class is: 95. (4) Reactant: [OH:1][C:2]1[CH:3]=[C:4]2[C:9](=[CH:10][CH:11]=1)[NH:8][C:7]([C:12]([OH:14])=O)=[CH:6][C:5]2=[O:15].[CH2:16]([C:23]1([OH:29])[CH2:28][CH2:27][NH:26][CH2:25][CH2:24]1)[C:17]1[CH:22]=[CH:21][CH:20]=[CH:19][CH:18]=1. Product: [CH2:16]([C:23]1([OH:29])[CH2:28][CH2:27][N:26]([C:12]([C:7]2[NH:8][C:9]3[C:4]([C:5](=[O:15])[CH:6]=2)=[CH:3][C:2]([OH:1])=[CH:11][CH:10]=3)=[O:14])[CH2:25][CH2:24]1)[C:17]1[CH:18]=[CH:19][CH:20]=[CH:21][CH:22]=1. The catalyst class is: 27. (5) Reactant: C[O:2][C:3]1[C:13]2[N:12]3[CH2:14][C@H:9]([CH2:10][CH2:11]3)[N:8]([C:15]([NH:17][C:18]3[CH:23]=[CH:22][CH:21]=[CH:20][N:19]=3)=[O:16])[C:7]=2[N:6]=[C:5]([C:24]2[CH:29]=[CH:28][CH:27]=[C:26]([C:30]([F:33])([F:32])[F:31])[CH:25]=2)[CH:4]=1.B(Br)(Br)Br.C(=O)(O)[O-].[Na+]. Product: [OH:2][C:3]1[C:13]2[N:12]3[CH2:14][C@H:9]([CH2:10][CH2:11]3)[N:8]([C:15]([NH:17][C:18]3[CH:23]=[CH:22][CH:21]=[CH:20][N:19]=3)=[O:16])[C:7]=2[N:6]=[C:5]([C:24]2[CH:29]=[CH:28][CH:27]=[C:26]([C:30]([F:32])([F:33])[F:31])[CH:25]=2)[CH:4]=1. The catalyst class is: 2. (6) Reactant: C(O)(C(F)(F)F)=O.[CH3:8][N:9]([CH:29]1[CH2:34][CH2:33][N:32]([C:35]2[CH:40]=[CH:39][N:38]=[CH:37][CH:36]=2)[CH2:31][CH2:30]1)[C:10]([C:12]1[CH:20]=[C:19]2[C:15]([CH2:16][CH2:17][C@H:18]2[NH:21]C(=O)OC(C)(C)C)=[CH:14][CH:13]=1)=[O:11]. Product: [NH2:21][C@H:18]1[C:19]2[C:15](=[CH:14][CH:13]=[C:12]([C:10]([N:9]([CH3:8])[CH:29]3[CH2:30][CH2:31][N:32]([C:35]4[CH:36]=[CH:37][N:38]=[CH:39][CH:40]=4)[CH2:33][CH2:34]3)=[O:11])[CH:20]=2)[CH2:16][CH2:17]1. The catalyst class is: 4. (7) The catalyst class is: 31. Reactant: [NH:1]1[CH:5]=[C:4]([C:6]([OH:8])=O)[N:3]=[N:2]1.[CH3:9][NH:10][CH2:11][CH2:12][CH:13]1[CH2:18][CH2:17][N:16]([C:19]([O:21][C:22]([CH3:25])([CH3:24])[CH3:23])=[O:20])[CH2:15][CH2:14]1.CCN(C(C)C)C(C)C.C(P1(=O)OP(CCC)(=O)OP(CCC)(=O)O1)CC. Product: [CH3:9][N:10]([CH2:11][CH2:12][CH:13]1[CH2:18][CH2:17][N:16]([C:19]([O:21][C:22]([CH3:25])([CH3:24])[CH3:23])=[O:20])[CH2:15][CH2:14]1)[C:6]([C:4]1[N:3]=[N:2][NH:1][CH:5]=1)=[O:8].